From a dataset of Full USPTO retrosynthesis dataset with 1.9M reactions from patents (1976-2016). Predict the reactants needed to synthesize the given product. (1) Given the product [CH:14]1([N:8]2[C:6]3[N:7]=[C:2]([NH:38][C:35]4[CH:34]=[CH:33][C:32]([N:29]5[CH2:30][CH2:31][NH:26][CH2:27][CH2:28]5)=[CH:37][CH:36]=4)[N:3]=[CH:4][C:5]=3[C:10]([C:11](=[O:13])[CH3:12])=[CH:9]2)[CH2:18][CH2:17][CH2:16][CH2:15]1, predict the reactants needed to synthesize it. The reactants are: Cl[C:2]1[N:3]=[CH:4][C:5]2[C:10]([C:11](=[O:13])[CH3:12])=[CH:9][N:8]([CH:14]3[CH2:18][CH2:17][CH2:16][CH2:15]3)[C:6]=2[N:7]=1.C(OC([N:26]1[CH2:31][CH2:30][N:29]([C:32]2[CH:37]=[CH:36][C:35]([NH2:38])=[CH:34][CH:33]=2)[CH2:28][CH2:27]1)=O)(C)(C)C. (2) Given the product [I:6][C:7]1[CH:15]=[CH:14][C:10]([C:11]([N:3]([O:4][CH3:5])[CH3:2])=[O:12])=[CH:9][CH:8]=1, predict the reactants needed to synthesize it. The reactants are: Cl.[CH3:2][NH:3][O:4][CH3:5].[I:6][C:7]1[CH:15]=[CH:14][C:10]([C:11](Cl)=[O:12])=[CH:9][CH:8]=1.C1(C)C=CC=CC=1.C(=O)([O-])[O-].[Na+].[Na+]. (3) Given the product [C:1]([O:9][C@H:10]([CH2:15][OH:14])[CH2:11][CH:12]=[O:13])(=[O:8])[C:2]1[CH:7]=[CH:6][CH:5]=[CH:4][CH:3]=1, predict the reactants needed to synthesize it. The reactants are: [C:1]([O:9][C@@H:10]1[CH2:15][O:14][C:12](=[O:13])[CH2:11]1)(=[O:8])[C:2]1[CH:7]=[CH:6][CH:5]=[CH:4][CH:3]=1.[H-].C([Al+]C(C)C)(C)C. (4) The reactants are: C(O)(C(F)(F)F)=O.[NH2:8][C:9](=[O:46])[CH2:10][C:11]1[CH:45]=[CH:44][CH:43]=[CH:42][C:12]=1[CH2:13][CH2:14][C:15]1[C:20]([CH3:21])=[CH:19][N:18]=[C:17]([NH:22][C:23]2[CH:28]=[CH:27][C:26]([CH:29]3[CH2:34][CH2:33][N:32](C(OC(C)(C)C)=O)[CH2:31][CH2:30]3)=[CH:25][CH:24]=2)[N:16]=1. Given the product [CH3:21][C:20]1[C:15]([CH2:14][CH2:13][C:12]2[CH:42]=[CH:43][CH:44]=[CH:45][C:11]=2[CH2:10][C:9]([NH2:8])=[O:46])=[N:16][C:17]([NH:22][C:23]2[CH:28]=[CH:27][C:26]([CH:29]3[CH2:34][CH2:33][NH:32][CH2:31][CH2:30]3)=[CH:25][CH:24]=2)=[N:18][CH:19]=1, predict the reactants needed to synthesize it. (5) The reactants are: Cl[C:2]1[N:7]=[CH:6][N:5]=[C:4]([NH2:8])[CH:3]=1.CO[C:11]1[N:16]=[CH:15][C:14](B(O)O)=[CH:13]N=1.[C:20]([O-])([O-])=O.[Na+].[Na+]. Given the product [N:16]1[CH:11]=[CH:20][CH:13]=[C:14]([C:2]2[N:7]=[CH:6][N:5]=[C:4]([NH2:8])[CH:3]=2)[CH:15]=1, predict the reactants needed to synthesize it. (6) Given the product [Si:22]([O:21][N:20]=[C:16]1[C:17]2[C:13](=[CH:12][C:11]([C:9]([C:8]3[C:7]4[C:2](=[CH:3][N:4]=[CH:5][CH:6]=4)[S:41][C:40]=3[NH:39][CH2:42][CH3:43])=[O:10])=[CH:19][CH:18]=2)[CH2:14][CH2:15]1)([C:25]([CH3:28])([CH3:27])[CH3:26])([CH3:24])[CH3:23], predict the reactants needed to synthesize it. The reactants are: Br[C:2]1[CH:3]=[N:4][CH:5]=[CH:6][C:7]=1[CH2:8][C:9]([C:11]1[CH:12]=[C:13]2[C:17](=[CH:18][CH:19]=1)[C:16](=[N:20][O:21][Si:22]([C:25]([CH3:28])([CH3:27])[CH3:26])([CH3:24])[CH3:23])[CH2:15][CH2:14]2)=[O:10].C[Si]([N-][Si](C)(C)C)(C)C.[Na+].[N:39]([CH2:42][CH3:43])=[C:40]=[S:41].